This data is from Forward reaction prediction with 1.9M reactions from USPTO patents (1976-2016). The task is: Predict the product of the given reaction. (1) Given the reactants [NH2:1][C:2]1[CH:3]=[N:4][C:5]2[C:10]([C:11]=1[OH:12])=[N:9][CH:8]=[CH:7][CH:6]=2.[C:13](Cl)(=[O:17])[CH2:14][CH2:15][CH3:16].C, predict the reaction product. The product is: [OH:12][C:11]1[C:10]2[C:5](=[CH:6][CH:7]=[CH:8][N:9]=2)[N:4]=[CH:3][C:2]=1[NH:1][C:13](=[O:17])[CH2:14][CH2:15][CH3:16]. (2) Given the reactants [C:1]([N:11]([CH3:17])[C@H:12]([C:14]([OH:16])=O)[CH3:13])([O:3][CH2:4][C:5]1[CH:10]=[CH:9][CH:8]=[CH:7][CH:6]=1)=[O:2].CN(C(ON1N=NC2C=CC=NC1=2)=[N+](C)C)C.F[P-](F)(F)(F)(F)F.CN1CCOCC1.[C:49]([O:53][C:54]([N:56]1[CH2:60][CH:59]([O:61][C:62]2[CH:67]=[CH:66][C:65]([F:68])=[C:64]([F:69])[CH:63]=2)[CH:58]2[N:70]([C:73](=[O:80])[CH:74]([NH2:79])[C:75]([CH3:78])([CH3:77])[CH3:76])[CH2:71][CH2:72][CH:57]12)=[O:55])([CH3:52])([CH3:51])[CH3:50], predict the reaction product. The product is: [C:49]([O:53][C:54]([N:56]1[CH2:60][CH:59]([O:61][C:62]2[CH:67]=[CH:66][C:65]([F:68])=[C:64]([F:69])[CH:63]=2)[CH:58]2[N:70]([C:73](=[O:80])[CH:74]([NH:79][C:14](=[O:16])[CH:12]([N:11]([C:1]([O:3][CH2:4][C:5]3[CH:6]=[CH:7][CH:8]=[CH:9][CH:10]=3)=[O:2])[CH3:17])[CH3:13])[C:75]([CH3:78])([CH3:77])[CH3:76])[CH2:71][CH2:72][CH:57]12)=[O:55])([CH3:52])([CH3:50])[CH3:51]. (3) Given the reactants [C:1]([O:5][C:6](=[O:21])[NH:7][CH:8]1[CH2:13][CH2:12][N:11]([C:14]2[CH:19]=[CH:18][N:17]=[C:16](Cl)[N:15]=2)[CH2:10][CH2:9]1)([CH3:4])([CH3:3])[CH3:2], predict the reaction product. The product is: [C:1]([O:5][C:6](=[O:21])[NH:7][CH:8]1[CH2:13][CH2:12][N:11]([C:14]2[CH:19]=[CH:18][N:17]=[CH:16][N:15]=2)[CH2:10][CH2:9]1)([CH3:4])([CH3:2])[CH3:3]. (4) Given the reactants [F:1][C:2]1[CH:37]=[CH:36][CH:35]=[CH:34][C:3]=1[CH2:4][NH:5][C:6](=[O:33])[CH2:7][CH:8]1[N:14]([C:15](=[O:22])[C:16]2C=CN=CC=2)[CH2:13][C:12]2[CH:23]=[CH:24][CH:25]=[CH:26][C:11]=2[N:10]([CH2:27][C:28]([CH3:31])([CH3:30])[CH3:29])[C:9]1=[O:32].C(OC(=O)C)(=O)C, predict the reaction product. The product is: [C:15]([N:14]1[CH2:13][C:12]2[CH:23]=[CH:24][CH:25]=[CH:26][C:11]=2[N:10]([CH2:27][C:28]([CH3:30])([CH3:31])[CH3:29])[C:9](=[O:32])[CH:8]1[CH2:7][C:6]([NH:5][CH2:4][C:3]1[CH:34]=[CH:35][CH:36]=[CH:37][C:2]=1[F:1])=[O:33])(=[O:22])[CH3:16]. (5) Given the reactants C(N1C=CN=C1)(N1C=CN=C1)=O.[C:13]1([C@H:19]([N:21]2[CH2:26][CH2:25][O:24][C@@H:23]([C:27]3[CH:35]=[CH:34][C:30]([C:31]([OH:33])=O)=[CH:29][CH:28]=3)[CH2:22]2)[CH3:20])[CH:18]=[CH:17][CH:16]=[CH:15][CH:14]=1.[NH:36]1[CH2:41][CH2:40][O:39][CH2:38][CH2:37]1, predict the reaction product. The product is: [N:36]1([C:31]([C:30]2[CH:34]=[CH:35][C:27]([C@@H:23]3[O:24][CH2:25][CH2:26][N:21]([C@@H:19]([C:13]4[CH:18]=[CH:17][CH:16]=[CH:15][CH:14]=4)[CH3:20])[CH2:22]3)=[CH:28][CH:29]=2)=[O:33])[CH2:41][CH2:40][O:39][CH2:38][CH2:37]1. (6) Given the reactants [C:1]([NH:4][C:5]1[S:6][C:7]([C:11]2[N:12]=[C:13]([C:16](Cl)=[O:17])[S:14][CH:15]=2)=[C:8]([CH3:10])[N:9]=1)(=[O:3])[CH3:2].[C@H:19]12[O:28][C@H:23]([O:24][C@@H:25]1[CH2:26][OH:27])[CH2:22][NH:21][CH2:20]2.C(N(CC)CC)C, predict the reaction product. The product is: [OH:27][CH2:26][C@@H:25]1[C@@H:19]2[O:28][C@@H:23]([CH2:22][N:21]([C:16]([C:13]3[S:14][CH:15]=[C:11]([C:7]4[S:6][C:5]([NH:4][C:1](=[O:3])[CH3:2])=[N:9][C:8]=4[CH3:10])[N:12]=3)=[O:17])[CH2:20]2)[O:24]1.